From a dataset of Catalyst prediction with 721,799 reactions and 888 catalyst types from USPTO. Predict which catalyst facilitates the given reaction. (1) Reactant: [H-].[Na+].CN(C=O)C.[NH:8]1[CH:12]=[CH:11][N:10]=[CH:9]1.[Br:13][C:14]1[CH:19]=[CH:18][C:17]([CH2:20][CH2:21][CH:22]2[O:24][CH2:23]2)=[CH:16][CH:15]=1. Product: [Br:13][C:14]1[CH:15]=[CH:16][C:17]([CH2:20][CH2:21][CH:22]([OH:24])[CH2:23][N:8]2[CH:12]=[CH:11][N:10]=[CH:9]2)=[CH:18][CH:19]=1. The catalyst class is: 6. (2) Reactant: [NH2:1][C:2]1[CH:7]=[C:6]([Cl:8])[N:5]=[C:4]([S:9][CH3:10])[N:3]=1.[C:11](O[C:11]([O:13][C:14]([CH3:17])([CH3:16])[CH3:15])=[O:12])([O:13][C:14]([CH3:17])([CH3:16])[CH3:15])=[O:12]. Product: [C:14]([O:13][C:11]([N:1]([C:11]([O:13][C:14]([CH3:17])([CH3:16])[CH3:15])=[O:12])[C:2]1[CH:7]=[C:6]([Cl:8])[N:5]=[C:4]([S:9][CH3:10])[N:3]=1)=[O:12])([CH3:17])([CH3:16])[CH3:15]. The catalyst class is: 119. (3) Reactant: [NH2:1][CH2:2][C:3]1[O:7][N:6]=[C:5]([C:8]2[CH:13]=[CH:12][CH:11]=[CH:10][CH:9]=2)[CH:4]=1.[CH:14]1([N:20]=[C:21]=[O:22])[CH2:19][CH2:18][CH2:17][CH2:16][CH2:15]1. Product: [C:8]1([C:5]2[CH:4]=[C:3]([CH2:2][NH:1][C:21](=[O:22])[NH:20][CH:14]3[CH2:19][CH2:18][CH2:17][CH2:16][CH2:15]3)[O:7][N:6]=2)[CH:9]=[CH:10][CH:11]=[CH:12][CH:13]=1. The catalyst class is: 8. (4) The catalyst class is: 304. Reactant: [N+:1]([C:4]1[CH:9]=[CH:8][CH:7]=[C:6]([N+:10]([O-])=O)[C:5]=1[NH:13][CH2:14][CH2:15][CH2:16][NH:17][C:18](=[O:24])[O:19][C:20]([CH3:23])([CH3:22])[CH3:21])([O-])=O. Product: [NH2:10][C:6]1[CH:7]=[CH:8][CH:9]=[C:4]([NH2:1])[C:5]=1[NH:13][CH2:14][CH2:15][CH2:16][NH:17][C:18](=[O:24])[O:19][C:20]([CH3:22])([CH3:21])[CH3:23]. (5) Reactant: [NH2:1][C:2]1[CH:3]=[N:4][CH:5]=[CH:6][C:7]=1[OH:8].[Cl:9][C:10]1[S:11][C:12]([Cl:19])=[CH:13][C:14]=1[S:15](Cl)(=[O:17])=[O:16]. Product: [Cl:9][C:10]1[S:11][C:12]([Cl:19])=[CH:13][C:14]=1[S:15]([NH:1][C:2]1[CH:3]=[N:4][CH:5]=[CH:6][C:7]=1[OH:8])(=[O:17])=[O:16]. The catalyst class is: 5. (6) Reactant: [F:1][C:2]1[CH:7]=[C:6]([OH:8])[CH:5]=[C:4]([F:9])[C:3]=1[C:10]1[N:11]([S:28]([C:31]([F:34])([F:33])[F:32])(=[O:30])=[O:29])[C:12]2[C:17]([CH:18]=1)=[CH:16][C:15]([C:19]1[CH:26]=[CH:25][C:22]([C:23]#[N:24])=[CH:21][C:20]=1[CH3:27])=[CH:14][CH:13]=2.C(=O)([O-])[O-].[K+].[K+].[CH3:41][O:42][CH2:43][CH2:44]Br. Product: [F:9][C:4]1[CH:5]=[C:6]([O:8][CH2:44][CH2:43][O:42][CH3:41])[CH:7]=[C:2]([F:1])[C:3]=1[C:10]1[N:11]([S:28]([C:31]([F:32])([F:34])[F:33])(=[O:30])=[O:29])[C:12]2[C:17]([CH:18]=1)=[CH:16][C:15]([C:19]1[CH:26]=[CH:25][C:22]([C:23]#[N:24])=[CH:21][C:20]=1[CH3:27])=[CH:14][CH:13]=2. The catalyst class is: 3.